This data is from Reaction yield outcomes from USPTO patents with 853,638 reactions. The task is: Predict the reaction yield, written as a fraction of the theoretical maximum amount of product (1.0 means a 100% yield; for example, 0.34 means a 34% yield). (1) The reactants are I[CH2:2][C@H:3]([CH3:16])[CH2:4][N:5]1[C:10]2[CH:11]=[CH:12][CH:13]=[CH:14][C:9]=2[O:8][CH2:7][C:6]1=[O:15].[CH2:17]([CH:21]1[CH2:26][CH2:25][NH:24][CH2:23][CH2:22]1)[CH2:18][CH2:19][CH3:20]. The catalyst is CC#N. The product is [CH2:17]([CH:21]1[CH2:26][CH2:25][N:24]([CH2:2][C@H:3]([CH3:16])[CH2:4][N:5]2[C:10]3[CH:11]=[CH:12][CH:13]=[CH:14][C:9]=3[O:8][CH2:7][C:6]2=[O:15])[CH2:23][CH2:22]1)[CH2:18][CH2:19][CH3:20]. The yield is 0.170. (2) The reactants are Br[C:2]1[CH:14]=[CH:13][C:5]([C:6]([O:8][C:9]([CH3:12])([CH3:11])[CH3:10])=[O:7])=[C:4]([CH3:15])[CH:3]=1.[CH:16](B1OC(C)(C)C(C)(C)O1)=[CH:17][C:18]1[CH:23]=[CH:22][CH:21]=[CH:20][CH:19]=1.C(=O)([O-])[O-].[Na+].[Na+]. The catalyst is O1CCOCC1.O.C1C=CC([P]([Pd]([P](C2C=CC=CC=2)(C2C=CC=CC=2)C2C=CC=CC=2)([P](C2C=CC=CC=2)(C2C=CC=CC=2)C2C=CC=CC=2)[P](C2C=CC=CC=2)(C2C=CC=CC=2)C2C=CC=CC=2)(C2C=CC=CC=2)C2C=CC=CC=2)=CC=1. The product is [CH3:15][C:4]1[CH:3]=[C:2]([C:17]([C:18]2[CH:23]=[CH:22][CH:21]=[CH:20][CH:19]=2)=[CH2:16])[CH:14]=[CH:13][C:5]=1[C:6]([O:8][C:9]([CH3:12])([CH3:11])[CH3:10])=[O:7]. The yield is 0.910.